Dataset: Peptide-MHC class I binding affinity with 185,985 pairs from IEDB/IMGT. Task: Regression. Given a peptide amino acid sequence and an MHC pseudo amino acid sequence, predict their binding affinity value. This is MHC class I binding data. (1) The peptide sequence is IYDYLRLLY. The MHC is HLA-B40:01 with pseudo-sequence HLA-B40:01. The binding affinity (normalized) is 0.0847. (2) The peptide sequence is SLVENNFFT. The MHC is HLA-B53:01 with pseudo-sequence HLA-B53:01. The binding affinity (normalized) is 0. (3) The peptide sequence is KTTKSWLQK. The binding affinity (normalized) is 0.0847. The MHC is HLA-A69:01 with pseudo-sequence HLA-A69:01.